This data is from Reaction yield outcomes from USPTO patents with 853,638 reactions. The task is: Predict the reaction yield, written as a fraction of the theoretical maximum amount of product (1.0 means a 100% yield; for example, 0.34 means a 34% yield). (1) The reactants are [Br:1][C:2]1[CH:3]=[C:4]([C:10](=[O:12])[CH3:11])[CH:5]=[C:6]([Br:9])[C:7]=1[OH:8].O.[C:14]([OH:18])(=[O:17])[CH:15]=O. The catalyst is C(O)(=O)C. The product is [Br:1][C:2]1[CH:3]=[C:4]([C:10](=[O:12])/[CH:11]=[CH:15]/[C:14]([OH:18])=[O:17])[CH:5]=[C:6]([Br:9])[C:7]=1[OH:8]. The yield is 0.780. (2) The reactants are [NH2:1][C:2]1[C:3]([C:28]([NH2:30])=[O:29])=[N:4][C:5]([CH:8]2[CH2:13][CH2:12][N:11]([C:14]3[N:19]=[C:18](Cl)[N:17]=[C:16]([O:21][CH2:22][C@H:23]4[CH2:25][C@H:24]4[C:26]#[N:27])[N:15]=3)[CH2:10][CH2:9]2)=[CH:6][CH:7]=1.C1C=CC(P(C2C=CC=CC=2)CCCP(C2C=CC=CC=2)C2C=CC=CC=2)=CC=1.C[CH2:61][O:62][C:63](C)=[O:64]. The catalyst is CO.CC([O-])=O.CC([O-])=O.[Pd+2]. The product is [NH2:1][C:2]1[CH:7]=[CH:6][C:5]([CH:8]2[CH2:13][CH2:12][N:11]([C:14]3[N:15]=[C:16]([O:21][CH2:22][C@H:23]4[CH2:25][C@H:24]4[C:26]#[N:27])[N:17]=[C:18]([C:63]([O:62][CH3:61])=[O:64])[N:19]=3)[CH2:10][CH2:9]2)=[N:4][C:3]=1[C:28](=[O:29])[NH2:30]. The yield is 0.780.